From a dataset of Full USPTO retrosynthesis dataset with 1.9M reactions from patents (1976-2016). Predict the reactants needed to synthesize the given product. (1) Given the product [Cl:6][C:15]1[C:16](=[O:40])[N:17]([CH3:39])[C:18]2[C:23]([C:14]=1[NH:10][C:7](=[O:9])[CH3:8])=[CH:22][C:21]([C:24]1[CH:29]=[CH:28][C:27]([Cl:30])=[CH:26][CH:25]=1)=[C:20]([C:31]1[CH:36]=[CH:35][C:34]([Cl:37])=[CH:33][C:32]=1[Cl:38])[N:19]=2, predict the reactants needed to synthesize it. The reactants are: [H-].[Na+].C([Cl:6])(=O)C.[C:7]([N:10]([C:14]1[C:23]2[C:18](=[N:19][C:20]([C:31]3[CH:36]=[CH:35][C:34]([Cl:37])=[CH:33][C:32]=3[Cl:38])=[C:21]([C:24]3[CH:29]=[CH:28][C:27]([Cl:30])=[CH:26][CH:25]=3)[CH:22]=2)[N:17]([CH3:39])[C:16](=[O:40])[C:15]=1C)C(=O)C)(=[O:9])[CH3:8].C([O-])([O-])=O.[Cs+].[Cs+]. (2) Given the product [Br:1][CH2:2][CH:3]([C:5]1[S:9][C:8]([C:10]#[N:11])=[CH:7][CH:6]=1)[OH:4], predict the reactants needed to synthesize it. The reactants are: [Br:1][CH2:2][C:3]([C:5]1[S:9][C:8]([C:10]#[N:11])=[CH:7][CH:6]=1)=[O:4].[BH4-].[Na+].Br. (3) Given the product [Cl:3][P:1]([O:6][C:7]1[CH:8]=[C:9]2[C:14](=[CH:15][CH:16]=1)[CH:13]=[C:12]([C@H:17]([CH3:22])[C:18]([O:20][CH3:21])=[O:19])[CH:11]=[CH:10]2)([Cl:4])=[O:2], predict the reactants needed to synthesize it. The reactants are: [P:1](Cl)([Cl:4])([Cl:3])=[O:2].[OH:6][C:7]1[CH:8]=[C:9]2[C:14](=[CH:15][CH:16]=1)[CH:13]=[C:12]([C@H:17]([CH3:22])[C:18]([O:20][CH3:21])=[O:19])[CH:11]=[CH:10]2.C(N(CC)CC)C. (4) Given the product [CH3:7][C:6]1([CH:11]=[CH2:12])[O:5][C:3](=[O:4])[CH2:2][CH2:8]1, predict the reactants needed to synthesize it. The reactants are: O=[C:2]([CH2:8]CC)[C:3]([O:5][CH2:6][CH3:7])=[O:4].[CH:11]([Mg]Br)=[CH2:12]. (5) Given the product [OH:7][CH:6]([C:2]1[S:1][CH:5]=[CH:4][N:3]=1)[C@H:8]1[CH2:13][CH2:12][CH2:11][N:10]([C:14]([O:16][C:17]([CH3:20])([CH3:18])[CH3:19])=[O:15])[CH2:9]1, predict the reactants needed to synthesize it. The reactants are: [S:1]1[CH:5]=[CH:4][N:3]=[C:2]1[C:6]([C@H:8]1[CH2:13][CH2:12][CH2:11][N:10]([C:14]([O:16][C:17]([CH3:20])([CH3:19])[CH3:18])=[O:15])[CH2:9]1)=[O:7].C([BH-](C(CC)C)C(CC)C)(CC)C.[Li+].C(O)(=O)C.[Cl-].[Na+]. (6) Given the product [Br:1][C:2]1[CH:3]=[C:4]([NH:8][C:12]2[C:21]3[C:16](=[CH:17][C:18]([F:23])=[CH:19][C:20]=3[F:22])[N:15]=[C:14]([C:24]3[CH:29]=[C:28]([CH3:30])[CH:27]=[CH:26][N:25]=3)[C:13]=2[CH3:31])[CH:5]=[N:6][CH:7]=1, predict the reactants needed to synthesize it. The reactants are: [Br:1][C:2]1[CH:3]=[C:4]([NH2:8])[CH:5]=[N:6][CH:7]=1.[H-].[Na+].Cl[C:12]1[C:21]2[C:16](=[CH:17][C:18]([F:23])=[CH:19][C:20]=2[F:22])[N:15]=[C:14]([C:24]2[CH:29]=[C:28]([CH3:30])[CH:27]=[CH:26][N:25]=2)[C:13]=1[CH3:31]. (7) Given the product [C:1]([O:5][C:6](=[O:20])[NH:7][C:8]1[CH:13]=[CH:12][C:11]([N:14]2[CH:15]=[CH:16][CH:17]=[CH:18]2)=[CH:10][C:9]=1[NH:19][C:24](=[O:23])[CH2:25][C:26](=[O:38])[C:27]1[CH:32]=[CH:31][CH:30]=[C:29]([N:33]2[CH:37]=[CH:36][N:35]=[N:34]2)[CH:28]=1)([CH3:4])([CH3:2])[CH3:3], predict the reactants needed to synthesize it. The reactants are: [C:1]([O:5][C:6](=[O:20])[NH:7][C:8]1[CH:13]=[CH:12][C:11]([N:14]2[CH:18]=[CH:17][CH:16]=[CH:15]2)=[CH:10][C:9]=1[NH2:19])([CH3:4])([CH3:3])[CH3:2].C([O:23][C:24](=O)[CH2:25][C:26](=[O:38])[C:27]1[CH:32]=[CH:31][CH:30]=[C:29]([N:33]2[CH:37]=[CH:36][N:35]=[N:34]2)[CH:28]=1)C. (8) Given the product [NH:2]1[CH:6]=[C:5]([CH2:7][C:8]([OH:10])=[O:9])[N:4]=[CH:3]1, predict the reactants needed to synthesize it. The reactants are: Cl.[NH:2]1[CH:6]=[C:5]([CH2:7][C:8]([OH:10])=[O:9])[N:4]=[CH:3]1.S(=O)(=O)(O)O.